This data is from Catalyst prediction with 721,799 reactions and 888 catalyst types from USPTO. The task is: Predict which catalyst facilitates the given reaction. (1) Reactant: [C:1]([CH2:3][CH2:4][NH:5][C:6]([C:8]1[CH:9]=[C:10]2[N:16]=[C:15]([C:17]3[CH:22]=[CH:21][C:20]([O:23][Si:24]([C:27]([CH3:30])([CH3:29])[CH3:28])([CH3:26])[CH3:25])=[CH:19][CH:18]=3)[N:14]([CH:31]3[CH2:36][CH2:35][CH2:34][CH2:33][CH2:32]3)[C:11]2=[N:12][CH:13]=1)=O)#[N:2].[N-:37]=[N+:38]=[N-:39].[Na+].N1C(C)=CC=CC=1C.FC(F)(F)S(OS(C(F)(F)F)(=O)=O)(=O)=O. Product: [C:27]([Si:24]([CH3:25])([CH3:26])[O:23][C:20]1[CH:19]=[CH:18][C:17]([C:15]2[N:14]([CH:31]3[CH2:36][CH2:35][CH2:34][CH2:33][CH2:32]3)[C:11]3=[N:12][CH:13]=[C:8]([C:6]4[N:5]([CH2:4][CH2:3][C:1]#[N:2])[N:39]=[N:38][N:37]=4)[CH:9]=[C:10]3[N:16]=2)=[CH:22][CH:21]=1)([CH3:30])([CH3:28])[CH3:29]. The catalyst class is: 4. (2) Reactant: CCN(C(C)C)C(C)C.[OH:10][C:11]1[CH:12]=[CH:13][CH:14]=[C:15]2[C:20]=1[O:19][C:18](=[O:21])[C:17]([C:22]([OH:24])=O)=[CH:16]2.CN(C(ON1N=NC2C=CC=NC1=2)=[N+](C)C)C.F[P-](F)(F)(F)(F)F.[N:49]1([S:55]([C:58]2[CH:63]=[CH:62][CH:61]=[CH:60][C:59]=2[C:64]2[CH:69]=[CH:68][CH:67]=[C:66]([NH2:70])[CH:65]=2)(=[O:57])=[O:56])[CH2:54][CH2:53][O:52][CH2:51][CH2:50]1. Product: [N:49]1([S:55]([C:58]2[CH:63]=[CH:62][CH:61]=[CH:60][C:59]=2[C:64]2[CH:69]=[CH:68][CH:67]=[C:66]([NH:70][C:22]([C:17]3[C:18](=[O:21])[O:19][C:20]4[C:15]([CH:16]=3)=[CH:14][CH:13]=[CH:12][C:11]=4[OH:10])=[O:24])[CH:65]=2)(=[O:57])=[O:56])[CH2:50][CH2:51][O:52][CH2:53][CH2:54]1. The catalyst class is: 3. (3) Reactant: [CH2:1]([O:8][C:9]1[CH:10]=[CH:11][C:12]2[C:13]3[N:22]([CH2:23][C:24]([NH:27][C:28](=[O:30])[CH3:29])([CH3:26])[CH3:25])[C:21]([CH2:31][O:32][CH2:33][CH3:34])=[N:20][C:14]=3[CH:15]=[N+:16]([O-])[C:17]=2[CH:18]=1)[C:2]1[CH:7]=[CH:6][CH:5]=[CH:4][CH:3]=1.[OH-].[NH4+:36].C1(C)C=CC(S(Cl)(=O)=O)=CC=1. Product: [NH2:36][C:15]1[C:14]2[N:20]=[C:21]([CH2:31][O:32][CH2:33][CH3:34])[N:22]([CH2:23][C:24]([NH:27][C:28](=[O:30])[CH3:29])([CH3:26])[CH3:25])[C:13]=2[C:12]2[CH:11]=[CH:10][C:9]([O:8][CH2:1][C:2]3[CH:7]=[CH:6][CH:5]=[CH:4][CH:3]=3)=[CH:18][C:17]=2[N:16]=1. The catalyst class is: 4. (4) Reactant: [F:1][C:2]1[C:11]2[C:6](=[CH:7][CH:8]=[CH:9][CH:10]=2)[C:5]([C@H:12]([NH:14][CH:15]2[CH2:19][CH2:18][C@@H:17]([C:20]3[CH:31]=[CH:30][C:23]([O:24][CH2:25][C:26]([O:28]C)=[O:27])=[CH:22][CH:21]=3)[CH2:16]2)[CH3:13])=[CH:4][CH:3]=1.[OH-].[K+].Cl. Product: [F:1][C:2]1[C:11]2[C:6](=[CH:7][CH:8]=[CH:9][CH:10]=2)[C:5]([C@H:12]([NH:14][CH:15]2[CH2:19][CH2:18][C@@H:17]([C:20]3[CH:31]=[CH:30][C:23]([O:24][CH2:25][C:26]([OH:28])=[O:27])=[CH:22][CH:21]=3)[CH2:16]2)[CH3:13])=[CH:4][CH:3]=1. The catalyst class is: 24. (5) The catalyst class is: 55. Reactant: C([O:5][C:6](=[O:33])[C:7]1[CH:12]=[CH:11][C:10]([CH2:13][N:14]2[N:23]=[CH:22][C:21]3[C:16](=[N:17][C:18]([C:24]#[C:25][CH2:26][N:27]4[CH:31]=[N:30][CH:29]=[N:28]4)=[CH:19][N:20]=3)[C:15]2=[O:32])=[CH:9][CH:8]=1)(C)(C)C. Product: [O:32]=[C:15]1[C:16]2[C:21](=[N:20][CH:19]=[C:18]([C:24]#[C:25][CH2:26][N:27]3[CH:31]=[N:30][CH:29]=[N:28]3)[N:17]=2)[CH:22]=[N:23][N:14]1[CH2:13][C:10]1[CH:11]=[CH:12][C:7]([C:6]([OH:33])=[O:5])=[CH:8][CH:9]=1. (6) Reactant: [CH3:1][O:2][C:3]1[O:4][C:5]([C:16]2[CH:25]=[CH:24][C:19]([O:20][CH2:21][CH2:22][NH2:23])=[CH:18][CH:17]=2)=[C:6]([C:8]2[CH:13]=[CH:12][C:11]([O:14][CH3:15])=[CH:10][CH:9]=2)[N:7]=1.C(N(CC)CC)C.[CH3:33][S:34](Cl)(=[O:36])=[O:35]. Product: [CH3:1][O:2][C:3]1[O:4][C:5]([C:16]2[CH:25]=[CH:24][C:19]([O:20][CH2:21][CH2:22][NH:23][S:34]([CH3:33])(=[O:36])=[O:35])=[CH:18][CH:17]=2)=[C:6]([C:8]2[CH:9]=[CH:10][C:11]([O:14][CH3:15])=[CH:12][CH:13]=2)[N:7]=1. The catalyst class is: 4. (7) Reactant: [CH3:1][C:2]1[CH:7]=[CH:6][C:5]([C:8]2[O:12][N:11]=[CH:10][C:9]=2[C:13]([OH:15])=O)=[CH:4][CH:3]=1.CN(C(ON1N=NC2C=CC=CC1=2)=[N+](C)C)C.[B-](F)(F)(F)F.C(N(C(C)C)C(C)C)C.[CH2:47]1[C:56]2[C:51](=[CH:52][CH:53]=[CH:54][CH:55]=2)[CH2:50][CH:49]([C:57]([NH2:59])=[O:58])[NH:48]1. Product: [CH3:1][C:2]1[CH:3]=[CH:4][C:5]([C:8]2[O:12][N:11]=[CH:10][C:9]=2[C:13]([N:48]2[CH:49]([C:57]([NH2:59])=[O:58])[CH2:50][C:51]3[C:56](=[CH:55][CH:54]=[CH:53][CH:52]=3)[CH2:47]2)=[O:15])=[CH:6][CH:7]=1. The catalyst class is: 3.